Dataset: Reaction yield outcomes from USPTO patents with 853,638 reactions. Task: Predict the reaction yield, written as a fraction of the theoretical maximum amount of product (1.0 means a 100% yield; for example, 0.34 means a 34% yield). (1) The reactants are [NH:1]1[CH2:5][CH2:4][CH2:3][CH2:2]1.C([O-])([O-])=O.[K+].[K+].Cl[CH2:13][C:14]1[CH:15]=[C:16]2[N:22]=[C:21]([C:23]3[CH:28]=[CH:27][CH:26]=[CH:25][C:24]=3[N+:29]([O-:31])=[O:30])[S:20][C:17]2=[N:18][CH:19]=1.O. The catalyst is CC#N. The product is [N+:29]([C:24]1[CH:25]=[CH:26][CH:27]=[CH:28][C:23]=1[C:21]1[S:20][C:17]2[C:16]([N:22]=1)=[CH:15][C:14]([CH2:13][N:1]1[CH2:5][CH2:4][CH2:3][CH2:2]1)=[CH:19][N:18]=2)([O-:31])=[O:30]. The yield is 0.760. (2) The reactants are [H-].[Na+].[CH3:3][C:4]1([CH3:13])[O:8][C@@H:7]([CH2:9][OH:10])[C@H:6]([CH2:11][OH:12])[O:5]1.CS(O[CH2:19][CH2:20][CH2:21][CH2:22][CH2:23][C:24]#[CH:25])(=O)=O.O. The catalyst is CN(C)C=O. The product is [CH2:25]([O:12][CH2:11][C@@H:6]1[O:5][C:4]([CH3:13])([CH3:3])[O:8][C@H:7]1[CH2:9][OH:10])[CH2:24][CH2:23][CH2:22][CH2:21][C:20]#[CH:19]. The yield is 0.710. (3) The reactants are [C:1]([O:5][C:6](=[O:21])[N:7]([CH2:11][C:12]1[CH:17]=[CH:16][C:15]([Cl:18])=[C:14]([CH:19]=O)[CH:13]=1)[CH:8]1[CH2:10][CH2:9]1)([CH3:4])([CH3:3])[CH3:2].[CH:22]1([NH2:25])[CH2:24][CH2:23]1.[BH4-].[Na+]. The catalyst is CO. The product is [C:1]([O:5][C:6](=[O:21])[N:7]([CH2:11][C:12]1[CH:17]=[CH:16][C:15]([Cl:18])=[C:14]([CH2:19][NH:25][CH:22]2[CH2:24][CH2:23]2)[CH:13]=1)[CH:8]1[CH2:10][CH2:9]1)([CH3:4])([CH3:3])[CH3:2]. The yield is 0.540. (4) The reactants are [S:1]1[CH:5]=[N:4][N:3]=[C:2]1[NH:6][C:7](=[O:14])OCC(Cl)(Cl)Cl.[C:15]1([C:21]2[N:25]=[C:24]([N:26]3[CH2:31][CH2:30][NH:29][CH2:28][CH2:27]3)[S:23][N:22]=2)[CH:20]=[CH:19][CH:18]=[CH:17][CH:16]=1.C(N(C(C)C)CC)(C)C.O. The catalyst is CS(C)=O. The product is [C:15]1([C:21]2[N:25]=[C:24]([N:26]3[CH2:31][CH2:30][N:29]([C:7]([NH:6][C:2]4[S:1][CH:5]=[N:4][N:3]=4)=[O:14])[CH2:28][CH2:27]3)[S:23][N:22]=2)[CH:16]=[CH:17][CH:18]=[CH:19][CH:20]=1. The yield is 0.532. (5) The product is [CH2:21]([S:1][C:2]1[S:3][C:4]2[CH2:13][C:12]3[C:11]([O:14][CH2:15][C:16]([OH:18])=[O:17])=[CH:10][CH:9]=[CH:8][C:7]=3[C:5]=2[N:6]=1)[C:22]1[CH:27]=[CH:26][CH:25]=[CH:24][CH:23]=1. The reactants are [SH:1][C:2]1[S:3][C:4]2[CH2:13][C:12]3[C:11]([O:14][CH2:15][C:16]([O:18]CC)=[O:17])=[CH:10][CH:9]=[CH:8][C:7]=3[C:5]=2[N:6]=1.[CH2:21](Br)[C:22]1[CH:27]=[CH:26][CH:25]=[CH:24][CH:23]=1. The yield is 0.210. No catalyst specified.